Predict the product of the given reaction. From a dataset of Forward reaction prediction with 1.9M reactions from USPTO patents (1976-2016). Given the reactants [C:1]1([CH:7]([C:19]2[CH:24]=[CH:23][CH:22]=[CH:21][CH:20]=2)[O:8][CH:9]2[CH2:14][CH2:13][N:12]([CH2:15][CH2:16][CH2:17][NH2:18])[CH2:11][CH2:10]2)[CH:6]=[CH:5][CH:4]=[CH:3][CH:2]=1.[Cl:25][C:26]1[CH:27]=[CH:28][C:29]2[N:30]([C:32]([CH3:43])=[C:33]([C:35]([CH3:42])([CH3:41])[C:36]([O:38][CH2:39][CH3:40])=[O:37])[N:34]=2)[N:31]=1.C(=O)(O)[O-].[Na+], predict the reaction product. The product is: [ClH:25].[ClH:25].[C:19]1([CH:7]([C:1]2[CH:2]=[CH:3][CH:4]=[CH:5][CH:6]=2)[O:8][CH:9]2[CH2:14][CH2:13][N:12]([CH2:15][CH2:16][CH2:17][NH:18][C:26]3[CH:27]=[CH:28][C:29]4[N:30]([C:32]([CH3:43])=[C:33]([C:35]([CH3:42])([CH3:41])[C:36]([O:38][CH2:39][CH3:40])=[O:37])[N:34]=4)[N:31]=3)[CH2:11][CH2:10]2)[CH:24]=[CH:23][CH:22]=[CH:21][CH:20]=1.